This data is from Reaction yield outcomes from USPTO patents with 853,638 reactions. The task is: Predict the reaction yield, written as a fraction of the theoretical maximum amount of product (1.0 means a 100% yield; for example, 0.34 means a 34% yield). (1) The yield is 0.690. The catalyst is C(Cl)(Cl)Cl. The reactants are [F:8][C:7]([F:10])([F:9])[C:6](O[C:6](=[O:11])[C:7]([F:10])([F:9])[F:8])=[O:11].[NH2:14][C:15]1[CH:20]=[CH:19][C:18]([CH2:21][CH2:22][CH2:23][C:24]([OH:26])=[O:25])=[CH:17][CH:16]=1. The product is [F:10][C:7]([F:8])([F:9])[C:6]([NH:14][C:15]1[CH:16]=[CH:17][C:18]([CH2:21][CH2:22][CH2:23][C:24]([OH:26])=[O:25])=[CH:19][CH:20]=1)=[O:11]. (2) The reactants are [N+:1]([C:4]1[CH:9]=[CH:8][C:7]([O:10][CH:11]([C:16](=O)[CH3:17])[C:12]([O:14][CH3:15])=[O:13])=[CH:6][CH:5]=1)([O-:3])=[O:2]. The catalyst is S(=O)(=O)(O)O. The product is [CH3:17][C:16]1[C:8]2[CH:9]=[C:4]([N+:1]([O-:3])=[O:2])[CH:5]=[CH:6][C:7]=2[O:10][C:11]=1[C:12]([O:14][CH3:15])=[O:13]. The yield is 0.520.